This data is from KCNQ2 potassium channel screen with 302,405 compounds. The task is: Binary Classification. Given a drug SMILES string, predict its activity (active/inactive) in a high-throughput screening assay against a specified biological target. (1) The molecule is Clc1ccc(C(=O)Nc2nc3CC(CC(=O)c3cn2)c2occc2)cc1. The result is 0 (inactive). (2) The compound is O(c1c2c(n(c(=O)c1C)C)cccc2)C(=O)C. The result is 0 (inactive). (3) The drug is S(=O)(=O)(N(CC)CC)c1cc(NC(=O)CSc2sc(nn2)N)ccc1. The result is 0 (inactive). (4) The compound is S1(=O)(=O)N=C(N(Cc2sccc2)c2ccc(OC(=O)c3occc3)cc2)c2c1cccc2. The result is 0 (inactive). (5) The molecule is S(CC(=O)NCCCN1CCCC1)c1nn2c(c(Cc3c(cccc3)C)c(nc2n1)C)C. The result is 0 (inactive). (6) The molecule is O=C(N1CCC(CC1)C(=O)Nc1c(cccc1)C)NC1CCCCC1. The result is 0 (inactive).